From a dataset of Forward reaction prediction with 1.9M reactions from USPTO patents (1976-2016). Predict the product of the given reaction. (1) Given the reactants [CH3:1][C:2]1[N:3]=[CH:4][C:5]2[C:10]([CH:11]=1)=[C:9]([N+:12]([O-])=O)[CH:8]=[CH:7][CH:6]=2.[H][H], predict the reaction product. The product is: [CH3:1][C:2]1[N:3]=[CH:4][C:5]2[CH:6]=[CH:7][CH:8]=[C:9]([NH2:12])[C:10]=2[CH:11]=1. (2) Given the reactants Br[C:2]1[S:6][C:5]([CH3:7])=[C:4]([CH:8]2[O:12][CH2:11][CH2:10][O:9]2)[CH:3]=1.[CH3:13][O:14][C:15]1[CH:20]=[CH:19][C:18](B(O)O)=[CH:17][N:16]=1.C(=O)([O-])[O-].[Na+].[Na+].COCCOC, predict the reaction product. The product is: [O:9]1[CH2:10][CH2:11][O:12][CH:8]1[C:4]1[CH:3]=[C:2]([C:18]2[CH:19]=[CH:20][C:15]([O:14][CH3:13])=[N:16][CH:17]=2)[S:6][C:5]=1[CH3:7].